Predict which catalyst facilitates the given reaction. From a dataset of Catalyst prediction with 721,799 reactions and 888 catalyst types from USPTO. Reactant: [CH2:1]([Si:3](Cl)([CH2:6][CH3:7])[CH2:4][CH3:5])[CH3:2].[Br:9][CH2:10][C@@H:11]([C:13]1[CH:24]=[CH:23][C:16]2[O:17][C:18]([CH3:22])([CH3:21])[O:19][CH2:20][C:15]=2[CH:14]=1)[OH:12].N1C=CN=C1. Product: [Br:9][CH2:10][C@H:11]([O:12][Si:3]([CH2:6][CH3:7])([CH2:4][CH3:5])[CH2:1][CH3:2])[C:13]1[CH:24]=[CH:23][C:16]2[O:17][C:18]([CH3:22])([CH3:21])[O:19][CH2:20][C:15]=2[CH:14]=1. The catalyst class is: 3.